This data is from Forward reaction prediction with 1.9M reactions from USPTO patents (1976-2016). The task is: Predict the product of the given reaction. The product is: [CH3:35][O:33][C:32](=[O:34])[CH2:31][CH2:30][C:26]1[CH:25]=[C:24]([C:20]2[CH:21]=[CH:22][CH:23]=[C:18]([C:16]3[CH:17]=[C:8]([C:5]([S:2]([CH3:1])(=[O:4])=[O:3])([CH3:7])[CH3:6])[CH:9]=[C:10]4[C:15]=3[N:14]=[CH:13][CH:12]=[CH:11]4)[CH:19]=2)[CH:29]=[CH:28][CH:27]=1. Given the reactants [CH3:1][S:2]([C:5]([C:8]1[CH:9]=[C:10]2[C:15](=[C:16]([C:18]3[CH:19]=[C:20]([C:24]4[CH:29]=[CH:28][CH:27]=[C:26]([CH:30]=[CH:31][C:32]([OH:34])=[O:33])[CH:25]=4)[CH:21]=[CH:22][CH:23]=3)[CH:17]=1)[N:14]=[CH:13][CH:12]=[CH:11]2)([CH3:7])[CH3:6])(=[O:4])=[O:3].[C:35]([O-])(O)=O.[Na+], predict the reaction product.